From a dataset of Full USPTO retrosynthesis dataset with 1.9M reactions from patents (1976-2016). Predict the reactants needed to synthesize the given product. (1) Given the product [I:33][C:2]1[CH:26]=[CH:25][C:5]2[C:6]3[CH:12]=[CH:11][C:10]([S:13]([NH:16][C@@H:17]([CH:22]([CH3:24])[CH3:23])[C:18]([O:20][CH3:21])=[O:19])(=[O:15])=[O:14])=[CH:9][C:7]=3[O:8][C:4]=2[CH:3]=1, predict the reactants needed to synthesize it. The reactants are: N[C:2]1[CH:26]=[CH:25][C:5]2[C:6]3[CH:12]=[CH:11][C:10]([S:13]([NH:16][C@@H:17]([CH:22]([CH3:24])[CH3:23])[C:18]([O:20][CH3:21])=[O:19])(=[O:15])=[O:14])=[CH:9][C:7]=3[O:8][C:4]=2[CH:3]=1.Cl.N([O-])=O.[Na+].[Na+].[I-:33]. (2) Given the product [F:23][CH:2]([F:1])[O:3][C:4]1[C:5]([OH:21])=[C:6]([C:7]([C:10]2[CH:11]=[C:12]3[C:16](=[CH:17][CH:18]=2)[C:15](=[O:19])[O:14][CH2:13]3)=[CH:8][CH:9]=1)[O:20][CH2:31][C:32]1[CH:33]=[CH:34][C:35]([S:38]([NH2:41])(=[O:40])=[O:39])=[CH:36][CH:37]=1, predict the reactants needed to synthesize it. The reactants are: [F:1][CH:2]([F:23])[O:3][C:4]1[CH:9]=[CH:8][C:7]([C:10]2[CH:11]=[C:12]3[C:16](=[CH:17][CH:18]=2)[C:15](=[O:19])[O:14][CH2:13]3)=[C:6]([OH:20])[C:5]=1[O:21]C.C(=O)([O-])[O-].[K+].[K+].Br[CH2:31][C:32]1[CH:37]=[CH:36][C:35]([S:38]([NH2:41])(=[O:40])=[O:39])=[CH:34][CH:33]=1. (3) Given the product [O:14]1[CH2:15][CH2:16][O:17][CH:13]1[C:10]1[CH:11]=[CH:12][C:7]([CH:2]=[O:1])=[CH:8][C:9]=1[F:18], predict the reactants needed to synthesize it. The reactants are: [O:1]1CCC[CH2:2]1.Br[C:7]1[CH:12]=[CH:11][C:10]([CH:13]2[O:17][CH2:16][CH2:15][O:14]2)=[C:9]([F:18])[CH:8]=1.C([Li])CCC.C(N1CCOCC1)=O. (4) Given the product [CH2:12]([NH:14][C:15]([C:17]1[CH:18]=[C:19]2[C:24](=[CH:25][C:26]=1[O:27][CH2:28][C:29]1[CH:34]=[CH:33][CH:32]=[CH:31][CH:30]=1)[N:23]=[CH:22][CH:21]=[C:20]2[O:8][C:5]1[CH:6]=[CH:7][C:2]([NH2:1])=[C:3]([Cl:9])[CH:4]=1)=[O:16])[CH3:13], predict the reactants needed to synthesize it. The reactants are: [NH2:1][C:2]1[CH:7]=[CH:6][C:5]([OH:8])=[CH:4][C:3]=1[Cl:9].[H-].[Na+].[CH2:12]([NH:14][C:15]([C:17]1[CH:18]=[C:19]2[C:24](=[CH:25][C:26]=1[O:27][CH2:28][C:29]1[CH:34]=[CH:33][CH:32]=[CH:31][CH:30]=1)[N:23]=[CH:22][CH:21]=[C:20]2Cl)=[O:16])[CH3:13].C(OCC)(=O)C. (5) The reactants are: [Cl:1][C:2]1[CH:3]=[C:4]([C:8]2[C:17]3[C:12](=[CH:13][CH:14]=[C:15]([C:18]([C:26]4[CH:27]=[N:28][C:29]([CH3:32])=[CH:30][CH:31]=4)([C:20]4[N:21]([CH3:25])[CH:22]=[N:23][CH:24]=4)O)[CH:16]=3)[N:11]=[C:10]([O:33]C)[CH:9]=2)[CH:5]=[CH:6][CH:7]=1.S(Cl)(Cl)=O.CO.C(Cl)(Cl)Cl.[NH4+:45].[OH-]. Given the product [NH2:45][C:18]([C:26]1[CH:27]=[N:28][C:29]([CH3:32])=[CH:30][CH:31]=1)([C:20]1[N:21]([CH3:25])[CH:22]=[N:23][CH:24]=1)[C:15]1[CH:16]=[C:17]2[C:12](=[CH:13][CH:14]=1)[NH:11][C:10](=[O:33])[CH:9]=[C:8]2[C:4]1[CH:5]=[CH:6][CH:7]=[C:2]([Cl:1])[CH:3]=1, predict the reactants needed to synthesize it. (6) Given the product [C:1]([N:5]1[C:9]([C:10]2[CH:11]=[CH:12][C:13]([F:16])=[CH:14][CH:15]=2)=[C:8]([C:17]2[S:18][CH:19]=[C:20]([CH2:22][C:23]([N:26]3[CH2:31][CH2:30][CH:29]([OH:32])[CH2:28][CH2:27]3)=[O:24])[N:21]=2)[CH:7]=[N:6]1)([CH3:3])([CH3:2])[CH3:4], predict the reactants needed to synthesize it. The reactants are: [C:1]([N:5]1[C:9]([C:10]2[CH:15]=[CH:14][C:13]([F:16])=[CH:12][CH:11]=2)=[C:8]([C:17]2[S:18][CH:19]=[C:20]([CH2:22][C:23](O)=[O:24])[N:21]=2)[CH:7]=[N:6]1)([CH3:4])([CH3:3])[CH3:2].[NH:26]1[CH2:31][CH2:30][CH:29]([OH:32])[CH2:28][CH2:27]1.